From a dataset of Forward reaction prediction with 1.9M reactions from USPTO patents (1976-2016). Predict the product of the given reaction. (1) Given the reactants [C:1]([O:5][C:6]([NH:8][CH2:9][C:10]1[S:11][CH:12]=[C:13]([C:15]([OH:17])=[O:16])[N:14]=1)=[O:7])([CH3:4])([CH3:3])[CH3:2].[CH3:18]I.[H-].[Na+], predict the reaction product. The product is: [C:1]([O:5][C:6]([N:8]([CH2:9][C:10]1[S:11][CH:12]=[C:13]([C:15]([OH:17])=[O:16])[N:14]=1)[CH3:18])=[O:7])([CH3:4])([CH3:2])[CH3:3]. (2) Given the reactants [N+:1]([C:4]1[CH:13]=[CH:12][CH:11]=[CH:10][C:5]=1[C:6]([NH:8][NH2:9])=[O:7])([O-:3])=[O:2].[C:14](OC(=O)C)(=[O:16])[CH3:15], predict the reaction product. The product is: [C:14]([NH:9][NH:8][C:6](=[O:7])[C:5]1[CH:10]=[CH:11][CH:12]=[CH:13][C:4]=1[N+:1]([O-:3])=[O:2])(=[O:16])[CH3:15]. (3) Given the reactants [O:1]1[CH2:6][CH2:5][CH:4]([O:7][CH2:8][C:9]2[CH:14]=[CH:13][C:12]([S:15](Cl)(=[O:17])=[O:16])=[CH:11][CH:10]=2)[CH2:3][CH2:2]1.[NH2:19][C:20]1[C:25]2[CH:26]=[C:27]([CH2:29][CH:30]([NH:40]S(C3C=CC(OC4CCOCC4)=CC=3)(=O)=O)[C:31]([N:33]3[CH2:38][CH2:37][CH:36]([CH3:39])[CH2:35][CH2:34]3)=[O:32])[S:28][C:24]=2[CH:23]=[CH:22][N:21]=1, predict the reaction product. The product is: [NH2:19][C:20]1[C:25]2[CH:26]=[C:27]([CH2:29][CH:30]([NH:40][S:15]([C:12]3[CH:13]=[CH:14][C:9]([CH2:8][O:7][CH:4]4[CH2:5][CH2:6][O:1][CH2:2][CH2:3]4)=[CH:10][CH:11]=3)(=[O:17])=[O:16])[C:31]([N:33]3[CH2:34][CH2:35][CH:36]([CH3:39])[CH2:37][CH2:38]3)=[O:32])[S:28][C:24]=2[CH:23]=[CH:22][N:21]=1. (4) Given the reactants [OH:1][C@:2]1([CH3:20])[CH2:6][CH2:5][C@@H:4]([NH:7]C(=O)OCC2C=CC=CC=2)[C:3]1([CH3:19])[CH3:18], predict the reaction product. The product is: [NH2:7][C@@H:4]1[CH2:5][CH2:6][C@@:2]([CH3:20])([OH:1])[C:3]1([CH3:19])[CH3:18]. (5) The product is: [CH3:8][C:7]1[N:6]=[C:5]([NH2:9])[CH:4]=[CH:3][C:2]=1[S:17][CH3:16]. Given the reactants I[C:2]1[CH:3]=[CH:4][C:5]([NH2:9])=[N:6][C:7]=1[CH3:8].C(=O)([O-])[O-].[K+].[K+].[CH3:16][S-:17].[Na+].C(O)CO, predict the reaction product. (6) Given the reactants [Br:1][C:2]1[CH:3]=[CH:4][C:5]([F:11])=[C:6]([CH:10]=1)[C:7](O)=[O:8].O=S(Cl)[Cl:14], predict the reaction product. The product is: [Br:1][C:2]1[CH:3]=[CH:4][C:5]([F:11])=[C:6]([CH:10]=1)[C:7]([Cl:14])=[O:8]. (7) Given the reactants [CH3:1][O:2][C:3]12[CH2:10][CH2:9][C:6]([CH2:11][CH2:12][CH2:13]O)([CH2:7][CH2:8]1)[CH2:5][CH2:4]2.[C-:15]#[N:16].[Na+], predict the reaction product. The product is: [CH3:1][O:2][C:3]12[CH2:10][CH2:9][C:6]([CH2:11][CH2:12][CH2:13][C:15]#[N:16])([CH2:7][CH2:8]1)[CH2:5][CH2:4]2. (8) The product is: [C:1]12([NH:6][C:7]3[N:12]=[C:11]([NH:13][C@@H:14]4[CH2:19][CH2:18][C@@H:17]([CH3:20])[C@H:16]([OH:21])[CH2:15]4)[C:10]([C:22]([NH2:23])=[O:24])=[CH:9][N:8]=3)[CH2:2][CH:3]([CH2:4]1)[CH2:5]2. Given the reactants [C:1]12([NH:6][C:7]3[N:12]=[C:11]([NH:13][C@@H:14]4[CH2:19][CH2:18][C@@H:17]([CH3:20])[C@H:16]([OH:21])[CH2:15]4)[C:10]([C:22]#[N:23])=[CH:9][N:8]=3)[CH2:5][CH:3]([CH2:4]1)[CH2:2]2.[OH-:24].[Na+].OO, predict the reaction product. (9) Given the reactants Cl[C:2]1[N:7]=[C:6]([CH3:8])[N:5]=[C:4]([NH:9][C:10]2[CH:15]=[CH:14][CH:13]=[CH:12][C:11]=2[S:16]([CH:19]([CH3:21])[CH3:20])(=[O:18])=[O:17])[CH:3]=1.[CH3:22][O:23][C:24]1[CH:30]=[C:29]([N:31]2[CH2:36][CH2:35][CH:34]([N:37]3[CH2:42][CH2:41][N:40]([CH3:43])[CH2:39][CH2:38]3)[CH2:33][CH2:32]2)[CH:28]=[CH:27][C:25]=1[NH2:26], predict the reaction product. The product is: [CH3:22][O:23][C:24]1[CH:30]=[C:29]([N:31]2[CH2:36][CH2:35][CH:34]([N:37]3[CH2:42][CH2:41][N:40]([CH3:43])[CH2:39][CH2:38]3)[CH2:33][CH2:32]2)[CH:28]=[CH:27][C:25]=1[NH:26][C:2]1[CH:3]=[C:4]([NH:9][C:10]2[CH:15]=[CH:14][CH:13]=[CH:12][C:11]=2[S:16]([CH:19]([CH3:21])[CH3:20])(=[O:18])=[O:17])[N:5]=[C:6]([CH3:8])[N:7]=1. (10) Given the reactants [CH3:1][N:2]1[CH2:15][CH2:14][C:5]2[NH:6][C:7]3[CH:8]=[CH:9][C:10]([CH3:13])=[CH:11][C:12]=3[C:4]=2[CH2:3]1.[CH3:16][N:17]1[CH:22]=[C:21]([CH:23]=[CH2:24])[CH:20]=[CH:19][C:18]1=[O:25].[OH-].[K+], predict the reaction product. The product is: [CH3:1][N:2]1[CH2:15][CH2:14][C:5]2[N:6]([CH2:24][CH2:23][C:21]3[CH:20]=[CH:19][C:18](=[O:25])[N:17]([CH3:16])[CH:22]=3)[C:7]3[CH:8]=[CH:9][C:10]([CH3:13])=[CH:11][C:12]=3[C:4]=2[CH2:3]1.